Dataset: Forward reaction prediction with 1.9M reactions from USPTO patents (1976-2016). Task: Predict the product of the given reaction. (1) Given the reactants [CH2:1]1[O:5][CH:4](OC2C(OC3C=CC(/C=C/C(C4C=CC(O)=CC=4O)=O)=CC=3)OC(CO)C(O)C2O)[CH:3](O)[C:2]1(O)[CH2:37]O.C1C(/C=C/C(C2C=CC(O)=CC=2O)=O)=CC=C(O[C@@H]2O[C@H](CO)[C@@H](O)[C@H](O)[C@H]2O)C=1.CC(C1C=C(/C=C/C(C2C=CC(O)=CC=2)=O)C(OC)=CC=1O)(C=C)C.[CH3:95][C:96]([CH3:126])=[CH:97][CH2:98][C@@H:99]([C:123]([CH3:125])=[CH2:124])[CH2:100][C:101]1[C:102]([OH:122])=[CH:103][C:104]([O:120][CH3:121])=[C:105]([C:108](/[CH:110]=[CH:111]/[C:112]2[CH:113]=[CH:114][C:115]([OH:119])=[CH:116][C:117]=2[OH:118])=[O:109])[C:106]=1[OH:107], predict the reaction product. The product is: [CH3:124][C:123]([CH:99]([CH2:100][C:101]1[C:106]([OH:107])=[C:105]([C:108](/[CH:110]=[CH:111]/[C:112]2[CH:113]=[CH:114][C:115]([OH:119])=[CH:116][C:117]=2[OH:118])=[O:109])[C:104]([O:120][CH3:121])=[CH:103][C:102]=1[OH:122])[CH2:98][CH2:97][C:96]([OH:5])([CH3:126])[CH3:95])=[CH2:125].[OH:118][C:117]1[C:116]([CH2:4][CH:3]=[C:2]([CH3:37])[CH3:1])=[C:115]([OH:119])[CH:114]=[CH:113][C:112]=1[CH:111]=[CH:110][C:108]([C:105]1[CH:104]=[CH:103][C:102]([OH:122])=[CH:101][C:106]=1[OH:107])=[O:109].[OH:118][C:117]1[CH:116]=[C:115]([OH:119])[CH:114]=[CH:113][C:112]=1[CH:111]=[CH:110][C:108]([C:105]1[CH:106]=[CH:101][C:102]([OH:122])=[CH:103][C:104]=1[OH:120])=[O:109]. (2) Given the reactants FC(F)(F)C(O)=O.[Cl:8][C:9]1[C:10]([F:40])=[C:11]([CH:15]2[C:19]([C:22]3[CH:27]=[CH:26][C:25]([Cl:28])=[CH:24][C:23]=3[F:29])([C:20]#[N:21])[CH:18]([CH2:30][CH:31]3[CH2:36][CH2:35][O:34][CH2:33][CH2:32]3)[NH:17][CH:16]2[C:37]([OH:39])=O)[CH:12]=[CH:13][CH:14]=1.CC1(C)[O:46][C@@H:45]([CH2:47][CH2:48][NH2:49])[CH2:44][O:43]1.CN(C(ON1N=NC2C=CC=NC1=2)=[N+](C)C)C.F[P-](F)(F)(F)(F)F.CCN(C(C)C)C(C)C.Cl, predict the reaction product. The product is: [OH:46][C@H:45]([CH2:44][OH:43])[CH2:47][CH2:48][NH:49][C:37]([CH:16]1[CH:15]([C:11]2[CH:12]=[CH:13][CH:14]=[C:9]([Cl:8])[C:10]=2[F:40])[C:19]([C:22]2[CH:27]=[CH:26][C:25]([Cl:28])=[CH:24][C:23]=2[F:29])([C:20]#[N:21])[CH:18]([CH2:30][CH:31]2[CH2:32][CH2:33][O:34][CH2:35][CH2:36]2)[NH:17]1)=[O:39]. (3) Given the reactants [C:1]([N:5]1[C:9](=[O:10])[CH:8]=[C:7]([C:11]2[CH:16]=[CH:15][C:14]([CH2:17][CH2:18][NH:19][S:20]([C:23]3[CH:28]=[CH:27][C:26]([O:29][C:30]4[CH:35]=[CH:34][CH:33]=[CH:32][CH:31]=4)=[CH:25][CH:24]=3)(=[O:22])=[O:21])=[CH:13][CH:12]=2)[S:6]1(=[O:37])=[O:36])([CH3:4])([CH3:3])[CH3:2].[BH4-].[Li+].[Cl-].[NH4+], predict the reaction product. The product is: [C:1]([N:5]1[C:9](=[O:10])[CH2:8][CH:7]([C:11]2[CH:12]=[CH:13][C:14]([CH2:17][CH2:18][NH:19][S:20]([C:23]3[CH:24]=[CH:25][C:26]([O:29][C:30]4[CH:31]=[CH:32][CH:33]=[CH:34][CH:35]=4)=[CH:27][CH:28]=3)(=[O:21])=[O:22])=[CH:15][CH:16]=2)[S:6]1(=[O:37])=[O:36])([CH3:4])([CH3:2])[CH3:3]. (4) Given the reactants Cl[C:2]1[CH:13]=[CH:12][C:5]([C:6]([NH:8][CH:9]([CH3:11])[CH3:10])=[O:7])=[CH:4][N:3]=1.[NH2:14][C:15]1[CH:16]=[C:17]([CH:34]=[CH:35][C:36]=1[CH3:37])[C:18]([N:20]1[CH2:25][CH2:24][CH:23]([C:26]2[CH:33]=[CH:32][C:29]([C:30]#[N:31])=[CH:28][CH:27]=2)[CH2:22][CH2:21]1)=[O:19].C([O-])([O-])=[O:39].[K+].[K+], predict the reaction product. The product is: [C:30]([C:29]1[CH:32]=[CH:33][C:26]([CH:23]2[CH2:22][CH2:21][N:20]([C:18]([C:17]3[CH:34]=[CH:35][C:36]([CH3:37])=[C:15]([NH:14][C:2]4[CH:13]=[CH:12][C:5]([C:6]([NH:8][CH:9]([CH3:11])[CH3:10])=[O:7])=[CH:4][N:3]=4)[CH:16]=3)=[O:19])[CH2:25][CH2:24]2)=[CH:27][CH:28]=1)#[N:31].[CH3:13][C:2]#[N:3].[OH2:39]. (5) Given the reactants [CH3:1][C:2]1[O:3][C:4]([CH3:9])=[C:5]([CH:7]=[O:8])[N:6]=1.[CH3:10][Mg]Br.Cl, predict the reaction product. The product is: [CH3:1][C:2]1[O:3][C:4]([CH3:9])=[C:5]([CH:7]([OH:8])[CH3:10])[N:6]=1. (6) Given the reactants [CH3:1][O:2][C:3]1[CH:15]=[CH:14][C:6]([CH2:7][NH:8][C:9]2[CH:13]=[CH:12][O:11][N:10]=2)=[CH:5][CH:4]=1.[Li+].C[Si]([N-][Si](C)(C)C)(C)C.[Br:26][C:27]1[C:32]([F:33])=[CH:31][C:30]([N:34]2[C:43]3[C:38](=[CH:39][C:40]([S:44](OC4C(F)=C(F)C(F)=C(F)C=4F)(=[O:46])=[O:45])=[CH:41][CH:42]=3)[CH:37]=[CH:36][C:35]2=[O:59])=[C:29]([OH:60])[CH:28]=1.[Cl-].[NH4+], predict the reaction product. The product is: [Br:26][C:27]1[C:32]([F:33])=[CH:31][C:30]([N:34]2[C:43]3[C:38](=[CH:39][C:40]([S:44]([N:8]([C:9]4[CH:13]=[CH:12][O:11][N:10]=4)[CH2:7][C:6]4[CH:5]=[CH:4][C:3]([O:2][CH3:1])=[CH:15][CH:14]=4)(=[O:45])=[O:46])=[CH:41][CH:42]=3)[CH:37]=[CH:36][C:35]2=[O:59])=[C:29]([OH:60])[CH:28]=1. (7) Given the reactants C([O:8][C:9](=[O:31])[C@@H:10]([NH:23][C:24]([O:26][C:27]([CH3:30])([CH3:29])[CH3:28])=[O:25])[CH2:11][O:12][C:13]1[C:18]([N+:19]([O-])=O)=[CH:17][CH:16]=[CH:15][C:14]=1[Cl:22])C1C=CC=CC=1, predict the reaction product. The product is: [NH2:19][C:18]1[CH:17]=[CH:16][CH:15]=[C:14]([Cl:22])[C:13]=1[O:12][CH2:11][C@H:10]([NH:23][C:24]([O:26][C:27]([CH3:30])([CH3:28])[CH3:29])=[O:25])[C:9]([OH:31])=[O:8].